From a dataset of Full USPTO retrosynthesis dataset with 1.9M reactions from patents (1976-2016). Predict the reactants needed to synthesize the given product. Given the product [CH3:26][O:27][C:28](=[O:29])[C:30]1[CH:35]=[CH:34][C:33]([O:9][C:6]2[CH:5]=[CH:4][C:3]([CH:10]([CH3:25])[C:11]([OH:16])([C:17]3[CH:18]=[CH:19][C:20](=[O:24])[N:21]([CH3:23])[CH:22]=3)[C:12]([F:15])([F:13])[F:14])=[C:2]([Cl:1])[C:7]=2[Cl:8])=[CH:32][CH:31]=1, predict the reactants needed to synthesize it. The reactants are: [Cl:1][C:2]1[C:7]([Cl:8])=[C:6]([OH:9])[CH:5]=[CH:4][C:3]=1[CH:10]([CH3:25])[C:11]([C:17]1[CH:18]=[CH:19][C:20](=[O:24])[N:21]([CH3:23])[CH:22]=1)([OH:16])[C:12]([F:15])([F:14])[F:13].[CH3:26][O:27][C:28]([C:30]1[CH:35]=[CH:34][C:33](B(O)O)=[CH:32][CH:31]=1)=[O:29].